Dataset: Reaction yield outcomes from USPTO patents with 853,638 reactions. Task: Predict the reaction yield, written as a fraction of the theoretical maximum amount of product (1.0 means a 100% yield; for example, 0.34 means a 34% yield). The reactants are [Cl:1][C:2]1[CH:7]=[CH:6][CH:5]=[C:4]([Cl:8])[C:3]=1[C:9]1[C:17]2[O:16][CH:15]([CH2:18][N:19]=[N+]=[N-])[CH2:14][C:13]=2[CH:12]=[CH:11][CH:10]=1.C1(P(C2C=CC=CC=2)C2C=CC=CC=2)C=CC=CC=1. No catalyst specified. The product is [Cl:1][C:2]1[CH:7]=[CH:6][CH:5]=[C:4]([Cl:8])[C:3]=1[C:9]1[C:17]2[O:16][CH:15]([CH2:18][NH2:19])[CH2:14][C:13]=2[CH:12]=[CH:11][CH:10]=1. The yield is 0.710.